The task is: Predict the reaction yield, written as a fraction of the theoretical maximum amount of product (1.0 means a 100% yield; for example, 0.34 means a 34% yield).. This data is from Reaction yield outcomes from USPTO patents with 853,638 reactions. (1) The reactants are [C:9](O[C:9]([O:11][C:12]([CH3:15])([CH3:14])[CH3:13])=[O:10])([O:11][C:12]([CH3:15])([CH3:14])[CH3:13])=[O:10].[CH2:16]([O:23][C@@H:24]([C@@H:40]([N:50]([CH2:58][C:59]1[CH:64]=[CH:63][CH:62]=[CH:61][CH:60]=1)[CH2:51][C:52]1[CH:57]=[CH:56][CH:55]=[CH:54][CH:53]=1)[CH2:41][C:42]1[CH:47]=[C:46]([F:48])[CH:45]=[C:44]([F:49])[CH:43]=1)[C@H:25]([NH:28][CH2:29][C@@H:30]([OH:39])[CH2:31][CH2:32][CH:33]1[CH2:38][CH2:37][CH2:36][CH2:35][CH2:34]1)[CH2:26][OH:27])[C:17]1[CH:22]=[CH:21][CH:20]=[CH:19][CH:18]=1.C(N(C(C)C)CC)(C)C. The catalyst is O1CCCC1. The product is [C:12]([O:11][C:9](=[O:10])[N:28]([C@H:25]([CH2:26][OH:27])[C@@H:24]([O:23][CH2:16][C:17]1[CH:22]=[CH:21][CH:20]=[CH:19][CH:18]=1)[C@@H:40]([N:50]([CH2:51][C:52]1[CH:53]=[CH:54][CH:55]=[CH:56][CH:57]=1)[CH2:58][C:59]1[CH:60]=[CH:61][CH:62]=[CH:63][CH:64]=1)[CH2:41][C:42]1[CH:47]=[C:46]([F:48])[CH:45]=[C:44]([F:49])[CH:43]=1)[CH2:29][C@@H:30]([OH:39])[CH2:31][CH2:32][CH:33]1[CH2:38][CH2:37][CH2:36][CH2:35][CH2:34]1)([CH3:13])([CH3:14])[CH3:15]. The yield is 0.650. (2) The reactants are C([N:4]([CH2:8][CH3:9])[CH:5]([CH3:7])[CH3:6])(C)C.[F:10][C:11]([F:25])([F:24])/[CH:12]=[CH:13]/[C:14]1[CH:22]=[CH:21]C(C(O)=O)=[C:16]([CH3:23])[CH:15]=1.[OH:26]N1C2C=CC=CC=2N=N1.Cl.CN(C)CCCN=C=NCC.NC1C=[CH:51][C:52]2[O:56][C:55]([CH2:57][OH:58])=[N:54][C:53]=2C=1. The catalyst is C(Cl)Cl. The product is [OH:58][CH2:57][C:55]1[O:56][C:52]2[CH:51]=[CH:6][C:5]([NH:4][C:8](=[O:26])[C:9]3[CH:23]=[CH:16][CH:15]=[C:14](/[CH:13]=[CH:12]/[C:11]([F:10])([F:24])[F:25])[C:22]=3[CH3:21])=[CH:7][C:53]=2[N:54]=1. The yield is 0.300. (3) The reactants are [CH3:1][O:2][C:3]1[CH:8]=[CH:7][CH:6]=[CH:5][N:4]=1.C1C(=O)N([Br:16])C(=O)C1. The catalyst is C(#N)C. The product is [Br:16][C:6]1[CH:7]=[CH:8][C:3]([O:2][CH3:1])=[N:4][CH:5]=1. The yield is 0.840. (4) The reactants are [N+:1]([C:4]1[CH:10]=[CH:9][C:7]([NH2:8])=[C:6]([C:11]#[C:12][C:13]2[CH:18]=[CH:17][CH:16]=[CH:15][N:14]=2)[CH:5]=1)([O-:3])=[O:2].CC([O-])(C)C.[K+]. The catalyst is CN(C=O)C.O. The product is [N+:1]([C:4]1[CH:5]=[C:6]2[C:7](=[CH:9][CH:10]=1)[NH:8][C:12]([C:13]1[CH:18]=[CH:17][CH:16]=[CH:15][N:14]=1)=[CH:11]2)([O-:3])=[O:2]. The yield is 0.670. (5) The reactants are [Cl:1][C:2]1[CH:7]=[CH:6][C:5]([N+:8]([O-:10])=[O:9])=[CH:4][C:3]=1[C:11]1[NH:15][C:14]2[CH:16]=[CH:17][C:18]([C:20]([NH:22][OH:23])=[NH:21])=[CH:19][C:13]=2[N:12]=1.[CH3:24]CCCCCC. The catalyst is C(OCC)(OCC)OCC.Cl. The product is [Cl:1][C:2]1[CH:7]=[CH:6][C:5]([N+:8]([O-:10])=[O:9])=[CH:4][C:3]=1[C:11]1[NH:15][C:14]2[CH:16]=[CH:17][C:18]([C:20]3[N:21]=[CH:24][O:23][N:22]=3)=[CH:19][C:13]=2[N:12]=1. The yield is 0.620.